From a dataset of NCI-60 drug combinations with 297,098 pairs across 59 cell lines. Regression. Given two drug SMILES strings and cell line genomic features, predict the synergy score measuring deviation from expected non-interaction effect. Drug 1: CC1=C(C(=CC=C1)Cl)NC(=O)C2=CN=C(S2)NC3=CC(=NC(=N3)C)N4CCN(CC4)CCO. Drug 2: C1CN(P(=O)(OC1)NCCCl)CCCl. Cell line: RXF 393. Synergy scores: CSS=4.30, Synergy_ZIP=-3.83, Synergy_Bliss=-3.30, Synergy_Loewe=-4.68, Synergy_HSA=-1.90.